From a dataset of Forward reaction prediction with 1.9M reactions from USPTO patents (1976-2016). Predict the product of the given reaction. (1) Given the reactants [C:1](N1C=CN=C1)([N:3]1C=CN=C1)=[S:2].[N:13]1([C:19]([O:21][C:22]([CH3:25])([CH3:24])[CH3:23])=[O:20])[CH2:18][CH2:17][NH:16][CH2:15][CH2:14]1, predict the reaction product. The product is: [NH2:3][C:1](=[S:2])[N:16]1[CH2:17][CH2:18][N:13]([C:19]([O:21][C:22]([CH3:25])([CH3:24])[CH3:23])=[O:20])[CH2:14][CH2:15]1. (2) Given the reactants [CH3:1][O:2][C@H:3]([CH2:7][CH2:8][S:9]([C:12]1[CH:21]=[CH:20][C:19]2[C:14](=[CH:15][CH:16]=[CH:17][CH:18]=2)[CH:13]=1)(=[O:11])=[O:10])[C:4]([OH:6])=O.[N:22]1([CH2:28][C:29]2[CH:30]=[C:31]3[C:36](=[CH:37][CH:38]=2)[C@H:35]([NH2:39])[CH2:34][CH2:33][CH2:32]3)[CH2:27][CH2:26][CH2:25][CH2:24][CH2:23]1.ON1C2C=CC=CC=2N=N1.Cl.CN(C)CCCN=C=NCC, predict the reaction product. The product is: [CH3:1][O:2][C@H:3]([CH2:7][CH2:8][S:9]([C:12]1[CH:21]=[CH:20][C:19]2[C:14](=[CH:15][CH:16]=[CH:17][CH:18]=2)[CH:13]=1)(=[O:11])=[O:10])[C:4]([NH:39][C@H:35]1[C:36]2[C:31](=[CH:30][C:29]([CH2:28][N:22]3[CH2:27][CH2:26][CH2:25][CH2:24][CH2:23]3)=[CH:38][CH:37]=2)[CH2:32][CH2:33][CH2:34]1)=[O:6].